From a dataset of Catalyst prediction with 721,799 reactions and 888 catalyst types from USPTO. Predict which catalyst facilitates the given reaction. (1) Reactant: Br[C:2]1[C:3]([C:26]2[CH:31]=[CH:30][N:29]=[CH:28][CH:27]=2)=[C:4]([C:17]2[CH:22]=[CH:21][C:20]([F:23])=[C:19]([O:24][CH3:25])[CH:18]=2)[N:5]([Si](C(C)C)(C(C)C)C(C)C)[CH:6]=1.[C:32]1([C@H:38]2[CH2:46][N:45]3[C@H:40]([CH2:41][C:42](=O)[CH2:43][CH2:44]3)[CH2:39]2)[CH:37]=[CH:36][CH:35]=[CH:34][CH:33]=1.C(N)(C)C. Product: [F:23][C:20]1[CH:21]=[CH:22][C:17]([C:4]2[NH:5][CH:6]=[C:2]([C:42]3[CH2:43][CH2:44][N:45]4[C@H:40]([CH:41]=3)[CH2:39][C@@H:38]([C:32]3[CH:33]=[CH:34][CH:35]=[CH:36][CH:37]=3)[CH2:46]4)[C:3]=2[C:26]2[CH:27]=[CH:28][N:29]=[CH:30][CH:31]=2)=[CH:18][C:19]=1[O:24][CH3:25]. The catalyst class is: 13. (2) Reactant: [N+:1]([C:4]1[C:17]2[O:16][C:15]3[C:10](=[CH:11][CH:12]=[CH:13][CH:14]=3)[C:9](=[O:18])[C:8]=2[CH:7]=[CH:6][CH:5]=1)([O-])=O.[H][H]. Product: [NH2:1][C:4]1[C:17]2[O:16][C:15]3[C:10](=[CH:11][CH:12]=[CH:13][CH:14]=3)[C:9](=[O:18])[C:8]=2[CH:7]=[CH:6][CH:5]=1. The catalyst class is: 63. (3) Reactant: [Cl:1][C:2]1[CH:3]=[C:4]([C@@H:9]2[C@@H:13]([CH2:14][NH:15][C:16]3[N:21]=[CH:20][C:19]([C:22]([F:25])([F:24])[F:23])=[CH:18][N:17]=3)[CH2:12][N:11]([C:26]([C:28]3[CH:33]=[C:32]([CH3:34])[N:31]=[N:30][CH:29]=3)=[O:27])[CH2:10]2)[CH:5]=[CH:6][C:7]=1[Cl:8].[H-].[Na+].[CH3:37]I. Product: [Cl:1][C:2]1[CH:3]=[C:4]([C@@H:9]2[C@@H:13]([CH2:14][N:15]([CH3:37])[C:16]3[N:17]=[CH:18][C:19]([C:22]([F:24])([F:25])[F:23])=[CH:20][N:21]=3)[CH2:12][N:11]([C:26]([C:28]3[CH:33]=[C:32]([CH3:34])[N:31]=[N:30][CH:29]=3)=[O:27])[CH2:10]2)[CH:5]=[CH:6][C:7]=1[Cl:8]. The catalyst class is: 3. (4) Reactant: [Br:1][C:2]1[CH:3]=[C:4]([NH:8][C:9]2[C:18]3[C:13](=[CH:14][C:15]([O:24][CH3:25])=[C:16]([O:22][CH3:23])[C:17]=3[N+:19]([O-])=O)[N:12]=[CH:11][N:10]=2)[CH:5]=[CH:6][CH:7]=1.[NH4+].[Cl-].O.C(Cl)(Cl)Cl. Product: [Br:1][C:2]1[CH:3]=[C:4]([NH:8][C:9]2[C:18]3[C:17]([NH2:19])=[C:16]([O:22][CH3:23])[C:15]([O:24][CH3:25])=[CH:14][C:13]=3[N:12]=[CH:11][N:10]=2)[CH:5]=[CH:6][CH:7]=1. The catalyst class is: 284. (5) The catalyst class is: 23. Reactant: [N:1]1([CH2:6][CH2:7][O:8][C:9]2[CH:10]=[C:11]([CH:15]=[CH:16][CH:17]=2)[C:12]([OH:14])=O)[CH2:5][CH2:4][CH2:3][CH2:2]1.ClC1N=C(OC)N=C(OC)N=1.CN1CCOCC1.Cl.[CH3:37][C:38]1[C:46]2[C:45]([N:47]3[CH2:52][CH2:51][CH:50]([NH2:53])[CH2:49][CH2:48]3)=[N:44][CH:43]=[N:42][C:41]=2[NH:40][CH:39]=1. Product: [CH3:37][C:38]1[C:46]2[C:45]([N:47]3[CH2:52][CH2:51][CH:50]([NH:53][C:12](=[O:14])[C:11]4[CH:15]=[CH:16][CH:17]=[C:9]([O:8][CH2:7][CH2:6][N:1]5[CH2:2][CH2:3][CH2:4][CH2:5]5)[CH:10]=4)[CH2:49][CH2:48]3)=[N:44][CH:43]=[N:42][C:41]=2[NH:40][CH:39]=1. (6) Reactant: [OH:1][CH2:2][C:3]1[CH:14]=[CH:13][C:6]([C:7]([N:9]([O:11][CH3:12])[CH3:10])=[O:8])=[CH:5][CH:4]=1.[H-].[Na+].[CH3:17][O:18][C:19]1[CH:26]=[CH:25][C:22]([CH2:23]Br)=[CH:21][CH:20]=1.[Cl-].[NH4+]. Product: [CH3:12][O:11][N:9]([CH3:10])[C:7](=[O:8])[C:6]1[CH:13]=[CH:14][C:3]([CH2:2][O:1][CH2:23][C:22]2[CH:25]=[CH:26][C:19]([O:18][CH3:17])=[CH:20][CH:21]=2)=[CH:4][CH:5]=1. The catalyst class is: 9. (7) Reactant: [F:1][CH2:2][C:3](=[CH2:9])[C:4]([O:6][CH2:7][CH3:8])=[O:5].[CH2:10]([N:17]([CH2:21][Si](C)(C)C)[CH2:18]OC)[C:11]1[CH:16]=[CH:15][CH:14]=[CH:13][CH:12]=1.C(O)(C(F)(F)F)=O. Product: [CH2:10]([N:17]1[CH2:18][CH2:9][C:3]([CH2:2][F:1])([C:4]([O:6][CH2:7][CH3:8])=[O:5])[CH2:21]1)[C:11]1[CH:12]=[CH:13][CH:14]=[CH:15][CH:16]=1. The catalyst class is: 4. (8) Reactant: Br.[CH:2]1([S:5][C:6]2[CH:11]=[CH:10][C:9]([C:12]([C:14]3[CH:19]=[CH:18][C:17]([C:20]([F:23])([F:22])[F:21])=[C:16]([O:24]C)[N:15]=3)=[O:13])=[CH:8][CH:7]=2)[CH2:4][CH2:3]1.O. Product: [CH:2]1([S:5][C:6]2[CH:7]=[CH:8][C:9]([C:12]([C:14]3[NH:15][C:16](=[O:24])[C:17]([C:20]([F:23])([F:22])[F:21])=[CH:18][CH:19]=3)=[O:13])=[CH:10][CH:11]=2)[CH2:4][CH2:3]1. The catalyst class is: 12. (9) Reactant: [Cl:1][C:2]1[C:3]([C:25]([O:27][CH2:28][CH3:29])=[O:26])=[CH:4][C:5]2[N:6]([C:9]([CH2:16][CH:17]3[CH2:22][CH2:21][C:20]([F:24])([F:23])[CH2:19][CH2:18]3)=[C:10]([C:12]([F:15])([F:14])[CH3:13])[N:11]=2)[C:7]=1[CH3:8].[Br:30]N1C(=O)CCC1=O.N(C(C)(C)C#N)=NC(C)(C)C#N.C(=O)([O-])O.[Na+]. Product: [Br:30][CH2:8][C:7]1[N:6]2[C:9]([CH2:16][CH:17]3[CH2:22][CH2:21][C:20]([F:24])([F:23])[CH2:19][CH2:18]3)=[C:10]([C:12]([F:15])([F:14])[CH3:13])[N:11]=[C:5]2[CH:4]=[C:3]([C:25]([O:27][CH2:28][CH3:29])=[O:26])[C:2]=1[Cl:1]. The catalyst class is: 159.